This data is from Full USPTO retrosynthesis dataset with 1.9M reactions from patents (1976-2016). The task is: Predict the reactants needed to synthesize the given product. (1) Given the product [Cl:1][C:2]1[N:3]=[C:4]([C:9]([NH:11][C@H:12]2[CH2:17][CH2:16][N:15]([C:18]3[O:19][C:20]([CH2:30][CH3:31])=[C:21]([C:23]([OH:25])=[O:24])[N:22]=3)[CH2:14][C@H:13]2[O:32][CH2:33][CH3:34])=[O:10])[NH:5][C:6]=1[CH2:7][CH3:8], predict the reactants needed to synthesize it. The reactants are: [Cl:1][C:2]1[N:3]=[C:4]([C:9]([NH:11][C@H:12]2[CH2:17][CH2:16][N:15]([C:18]3[O:19][C:20]([CH2:30][CH3:31])=[C:21]([C:23]([O:25]CCCC)=[O:24])[N:22]=3)[CH2:14][C@H:13]2[O:32][CH2:33][CH3:34])=[O:10])[NH:5][C:6]=1[CH2:7][CH3:8].[OH-].[Li+].CO. (2) Given the product [N:4]1[N:3]2[CH:9]=[C:10]([CH2:11][CH2:12][OH:13])[N:1]=[C:2]2[N:7]=[CH:6][CH:5]=1, predict the reactants needed to synthesize it. The reactants are: [NH2:1][C:2]1[N:3]=[N:4][CH:5]=[CH:6][N:7]=1.Br[CH2:9][C:10](=O)[CH2:11][CH2:12][OH:13].